From a dataset of Forward reaction prediction with 1.9M reactions from USPTO patents (1976-2016). Predict the product of the given reaction. (1) Given the reactants [NH2:1][C:2]1[C:3]([C:10]([O:12][CH3:13])=[O:11])=[N:4][C:5](Br)=[C:6]([F:8])[CH:7]=1.[F:14][C:15]1[CH:16]=[C:17]([C:31]([OH:34])([CH3:33])[CH3:32])[CH:18]=[C:19]([F:30])[C:20]=1B1OC(C)(C)C(C)(C)O1, predict the reaction product. The product is: [NH2:1][C:2]1[C:3]([C:10]([O:12][CH3:13])=[O:11])=[N:4][C:5]([C:20]2[C:19]([F:30])=[CH:18][C:17]([C:31]([OH:34])([CH3:33])[CH3:32])=[CH:16][C:15]=2[F:14])=[C:6]([F:8])[CH:7]=1. (2) Given the reactants CS([O:5][C@H:6]1[C@H:11]([F:12])[CH2:10][CH2:9][CH2:8][C@@H:7]1[O:13][CH2:14][C:15]1[CH:20]=[CH:19][CH:18]=[CH:17][CH:16]=1)(=O)=O.[CH2:21]1OCCOCCOCCOCCOCC[O:23][CH2:22]1, predict the reaction product. The product is: [C:22]([O:5][C@@H:6]1[C@H:11]([F:12])[CH2:10][CH2:9][CH2:8][C@@H:7]1[O:13][CH2:14][C:15]1[CH:20]=[CH:19][CH:18]=[CH:17][CH:16]=1)(=[O:23])[CH3:21]. (3) The product is: [Cl:1][C:2]1[CH:7]=[CH:6][C:5]([Cl:8])=[CH:4][C:3]=1[CH:10]1[CH2:12][CH2:11]1. Given the reactants [Cl:1][C:2]1[CH:7]=[CH:6][C:5]([Cl:8])=[CH:4][C:3]=1I.[CH:10]1(B(O)O)[CH2:12][CH2:11]1.P([O-])([O-])([O-])=O.[K+].[K+].[K+].O, predict the reaction product. (4) Given the reactants CC1C=CC(S(O[CH2:12][CH:13]2[O:18][C:17]3[CH:19]=[C:20]([O:23][S:24]([CH3:27])(=[O:26])=[O:25])[CH:21]=[CH:22][C:16]=3[O:15][CH2:14]2)(=O)=O)=CC=1.[NH2:28][CH2:29][CH2:30][OH:31], predict the reaction product. The product is: [CH3:27][S:24]([O:23][C:20]1[CH:21]=[CH:22][C:16]2[O:15][CH2:14][CH:13]([CH2:12][NH:28][CH2:29][CH2:30][OH:31])[O:18][C:17]=2[CH:19]=1)(=[O:25])=[O:26]. (5) Given the reactants [CH3:1][N:2]([CH2:13][C:14]1[N:15]=[C:16]2[CH:21]=[CH:20][CH:19]=[C:18]([N:22]3[CH2:27][CH2:26][N:25](C(OC(C)(C)C)=O)[CH2:24][CH2:23]3)[N:17]2[CH:35]=1)[CH:3]1[C:12]2[N:11]=[CH:10][CH:9]=[CH:8][C:7]=2[CH2:6][CH2:5][CH2:4]1.FC(F)(F)C(O)=O, predict the reaction product. The product is: [CH3:1][N:2]([CH2:13][C:14]1[N:15]=[C:16]2[CH:21]=[CH:20][CH:19]=[C:18]([N:22]3[CH2:27][CH2:26][NH:25][CH2:24][CH2:23]3)[N:17]2[CH:35]=1)[CH:3]1[C:12]2[N:11]=[CH:10][CH:9]=[CH:8][C:7]=2[CH2:6][CH2:5][CH2:4]1. (6) The product is: [Br:1][C:2]1[CH:3]=[C:4]([B:8]2[O:10][C:15]([CH3:17])([CH3:16])[C:12]([CH3:14])([CH3:13])[O:9]2)[CH:5]=[CH:6][CH:7]=1. Given the reactants [Br:1][C:2]1[CH:3]=[C:4]([B:8]([OH:10])[OH:9])[CH:5]=[CH:6][CH:7]=1.O[C:12]([C:15](O)([CH3:17])[CH3:16])([CH3:14])[CH3:13], predict the reaction product.